Dataset: CYP2D6 inhibition data for predicting drug metabolism from PubChem BioAssay. Task: Regression/Classification. Given a drug SMILES string, predict its absorption, distribution, metabolism, or excretion properties. Task type varies by dataset: regression for continuous measurements (e.g., permeability, clearance, half-life) or binary classification for categorical outcomes (e.g., BBB penetration, CYP inhibition). Dataset: cyp2d6_veith. The drug is CN(CCC(=O)O)S(=O)(=O)c1ccccc1. The result is 0 (non-inhibitor).